Dataset: Reaction yield outcomes from USPTO patents with 853,638 reactions. Task: Predict the reaction yield, written as a fraction of the theoretical maximum amount of product (1.0 means a 100% yield; for example, 0.34 means a 34% yield). (1) The reactants are [Br:1][C:2]1[CH:3]=[C:4]([CH:8]=[CH:9][CH:10]=1)[C:5]([OH:7])=O.[N:11]1[CH:16]=[CH:15][CH:14]=[C:13]([CH2:17][NH2:18])[CH:12]=1. The product is [N:11]1[CH:16]=[CH:15][CH:14]=[C:13]([CH2:17][NH:18][C:5](=[O:7])[C:4]2[CH:8]=[CH:9][CH:10]=[C:2]([Br:1])[CH:3]=2)[CH:12]=1. No catalyst specified. The yield is 0.730. (2) The reactants are [CH3:1][O:2][CH2:3][CH2:4][O:5][C:6]1[CH:7]=[C:8]2[C:12](=[C:13]([N:15]([CH3:25])[S:16]([C:19]3[CH:24]=[CH:23][CH:22]=[CH:21][N:20]=3)(=[O:18])=[O:17])[CH:14]=1)[NH:11][C:10]([C:26]1[S:27][CH:28]([CH2:31][C:32](O)=[O:33])[CH2:29][N:30]=1)=[CH:9]2.N1(O)C2C=CC=CC=2N=N1.Cl.CN(C)CCCN=C=NCC.[CH3:57][NH:58][CH2:59][CH2:60][OH:61]. The catalyst is O.CN(C)C=O. The product is [OH:61][CH2:60][CH2:59][N:58]([CH3:57])[C:32](=[O:33])[CH2:31][CH:28]1[S:27][C:26]([C:10]2[NH:11][C:12]3[C:8]([CH:9]=2)=[CH:7][C:6]([O:5][CH2:4][CH2:3][O:2][CH3:1])=[CH:14][C:13]=3[N:15]([CH3:25])[S:16]([C:19]2[CH:24]=[CH:23][CH:22]=[CH:21][N:20]=2)(=[O:17])=[O:18])=[N:30][CH2:29]1. The yield is 0.500. (3) The reactants are CC1C=C(N2CCN(CC3C=CC(C(F)(F)F)=CC=3)C2=O)SC=1C(OCC)=O.[C:29]1([CH2:39][N:40]2[CH2:44][CH2:43][N:42]([C:45]3[S:46][C:47]([C:51]([O:53]CC)=[O:52])=[C:48]([CH3:50])[N:49]=3)[C:41]2=[O:56])[C:38]2[C:33](=[CH:34][CH:35]=[CH:36][CH:37]=2)[CH:32]=[CH:31][N:30]=1. No catalyst specified. The product is [C:29]1([CH2:39][N:40]2[CH2:44][CH2:43][N:42]([C:45]3[S:46][C:47]([C:51]([OH:53])=[O:52])=[C:48]([CH3:50])[N:49]=3)[C:41]2=[O:56])[C:38]2[C:33](=[CH:34][CH:35]=[CH:36][CH:37]=2)[CH:32]=[CH:31][N:30]=1. The yield is 0.750.